The task is: Regression. Given two drug SMILES strings and cell line genomic features, predict the synergy score measuring deviation from expected non-interaction effect.. This data is from NCI-60 drug combinations with 297,098 pairs across 59 cell lines. (1) Drug 1: C1=CC(=C2C(=C1NCCNCCO)C(=O)C3=C(C=CC(=C3C2=O)O)O)NCCNCCO. Drug 2: C1=NC2=C(N=C(N=C2N1C3C(C(C(O3)CO)O)O)F)N. Cell line: IGROV1. Synergy scores: CSS=46.3, Synergy_ZIP=3.86, Synergy_Bliss=6.92, Synergy_Loewe=-27.9, Synergy_HSA=6.27. (2) Drug 1: C(=O)(N)NO. Drug 2: CC1CCCC2(C(O2)CC(NC(=O)CC(C(C(=O)C(C1O)C)(C)C)O)C(=CC3=CSC(=N3)C)C)C. Cell line: MDA-MB-231. Synergy scores: CSS=30.7, Synergy_ZIP=-0.607, Synergy_Bliss=-2.29, Synergy_Loewe=-11.9, Synergy_HSA=-1.11. (3) Drug 1: CCN(CC)CCNC(=O)C1=C(NC(=C1C)C=C2C3=C(C=CC(=C3)F)NC2=O)C. Drug 2: CN1C=C(C=N1)C2=C3N=C(C(=C(N3N=C2)N)Br)C4CCCNC4. Cell line: HT29. Synergy scores: CSS=64.6, Synergy_ZIP=12.5, Synergy_Bliss=12.7, Synergy_Loewe=16.0, Synergy_HSA=21.2.